This data is from Full USPTO retrosynthesis dataset with 1.9M reactions from patents (1976-2016). The task is: Predict the reactants needed to synthesize the given product. (1) Given the product [CH3:25][C:26]1[N:27]=[CH:28][S:29][C:30]=1[C:31]([N:19]([CH2:2][C:3]1[C:12]2[C:7](=[CH:8][CH:9]=[CH:10][CH:11]=2)[NH:6][C:5](=[O:13])[CH:4]=1)[C:18]1[CH:20]=[CH:21][CH:22]=[C:16]([C:15]([F:23])([F:24])[F:14])[CH:17]=1)=[O:32], predict the reactants needed to synthesize it. The reactants are: Br[CH2:2][C:3]1[C:12]2[C:7](=[CH:8][CH:9]=[CH:10][CH:11]=2)[NH:6][C:5](=[O:13])[CH:4]=1.[F:14][C:15]([F:24])([F:23])[C:16]1[CH:17]=[C:18]([CH:20]=[CH:21][CH:22]=1)[NH2:19].[CH3:25][C:26]1[N:27]=[CH:28][S:29][C:30]=1[C:31](O)=[O:32]. (2) Given the product [Cl:23][C:24]1[N:29]=[CH:28][N:27]=[C:26]([NH:1][C:2]2[CH:3]=[CH:4][C:5]([N:8]3[CH2:13][CH2:12][O:11][CH:10]([C:14]([NH2:16])=[O:15])[CH2:9]3)=[CH:6][CH:7]=2)[N:25]=1, predict the reactants needed to synthesize it. The reactants are: [NH2:1][C:2]1[CH:7]=[CH:6][C:5]([N:8]2[CH2:13][CH2:12][O:11][CH:10]([C:14]([NH2:16])=[O:15])[CH2:9]2)=[CH:4][CH:3]=1.C(=O)([O-])[O-].[K+].[K+].[Cl:23][C:24]1[N:29]=[C:28](Cl)[N:27]=[CH:26][N:25]=1. (3) Given the product [NH2:42][C:39]1[CH:40]=[CH:41][C:36]([C:34]([NH:33][C:29]2[CH:30]=[CH:31][CH:32]=[C:27]([NH:26][C:5]3[CH:4]=[CH:3][C:2]([Cl:1])=[C:7]([C:8]4[C:16]5[C:11](=[CH:12][CH:13]=[CH:14][CH:15]=5)[N:10]([S:17]([C:20]5[CH:21]=[CH:22][CH:23]=[CH:24][CH:25]=5)(=[O:19])=[O:18])[CH:9]=4)[N:6]=3)[CH:28]=2)=[O:35])=[CH:37][CH:38]=1, predict the reactants needed to synthesize it. The reactants are: [Cl:1][C:2]1[CH:3]=[CH:4][C:5]([NH:26][C:27]2[CH:28]=[C:29]([NH:33][C:34]([C:36]3[CH:41]=[CH:40][C:39]([NH:42]C(=O)OC(C)(C)C)=[CH:38][CH:37]=3)=[O:35])[CH:30]=[CH:31][CH:32]=2)=[N:6][C:7]=1[C:8]1[C:16]2[C:11](=[CH:12][CH:13]=[CH:14][CH:15]=2)[N:10]([S:17]([C:20]2[CH:25]=[CH:24][CH:23]=[CH:22][CH:21]=2)(=[O:19])=[O:18])[CH:9]=1.C(O)(C(F)(F)F)=O. (4) Given the product [F:39][C@@H:40]1[CH2:44][CH2:43][N:42]([C:9]2[C:23]([O:24][C:25]3[CH:26]=[CH:27][C:28]([S:31]([CH3:34])(=[O:32])=[O:33])=[CH:29][CH:30]=3)=[CH:22][C:12]3[N:13]=[C:14]([C:16]4[CH:21]=[CH:20][CH:19]=[CH:18][N:17]=4)[NH:15][C:11]=3[CH:10]=2)[CH2:41]1, predict the reactants needed to synthesize it. The reactants are: C(OC(C1C=CC=CC=1O[C:9]1[C:23]([O:24][C:25]2[CH:30]=[CH:29][C:28]([S:31]([CH3:34])(=[O:33])=[O:32])=[CH:27][CH:26]=2)=[CH:22][C:12]2[NH:13][C:14]([C:16]3[CH:21]=[CH:20][CH:19]=[CH:18][N:17]=3)=[N:15][C:11]=2[CH:10]=1)=O)C.[F:39][C@@H:40]1[CH2:44][CH2:43][NH:42][CH2:41]1. (5) The reactants are: C1(C2C(OCC3(C(F)(F)F)CCCCC3)=CC(F)=C(C=2)C(OC(C)(C)C)=O)CC1.[CH:30]1([C:33]2[C:34]([O:47][CH2:48][C:49]3([CH3:57])[CH2:54][CH2:53][C:52]([F:56])([F:55])[CH2:51][CH2:50]3)=[CH:35][C:36]([F:46])=[C:37]([CH:45]=2)[C:38]([O:40]C(C)(C)C)=[O:39])[CH2:32][CH2:31]1. Given the product [CH:30]1([C:33]2[C:34]([O:47][CH2:48][C:49]3([CH3:57])[CH2:50][CH2:51][C:52]([F:56])([F:55])[CH2:53][CH2:54]3)=[CH:35][C:36]([F:46])=[C:37]([CH:45]=2)[C:38]([OH:40])=[O:39])[CH2:31][CH2:32]1, predict the reactants needed to synthesize it. (6) Given the product [CH:25]1([C:23]([C:17]2[CH:18]=[C:19]([CH3:22])[CH:20]=[CH:21][C:16]=2[NH:15][C:13](=[O:14])[NH:12][C:9]2[S:10][CH:11]=[C:7]([CH2:6][CH2:5][C:4]([OH:30])=[O:3])[N:8]=2)=[O:24])[CH2:29][CH2:28][CH2:27][CH2:26]1, predict the reactants needed to synthesize it. The reactants are: C([O:3][C:4](=[O:30])[CH2:5][CH2:6][C:7]1[N:8]=[C:9]([NH:12][C:13]([NH:15][C:16]2[CH:21]=[CH:20][C:19]([CH3:22])=[CH:18][C:17]=2[C:23]([CH:25]2[CH2:29][CH2:28][CH2:27][CH2:26]2)=[O:24])=[O:14])[S:10][CH:11]=1)C. (7) Given the product [F:6][C:7]1[CH:8]=[CH:9][C:10]2[N:11]([C:13]([C:16]3[CH:21]=[CH:20][C:19]([O:22][CH2:24][CH2:25][O:26][CH:27]4[CH2:32][CH2:31][CH2:30][CH2:29][O:28]4)=[CH:18][CH:17]=3)=[CH:14][N:15]=2)[CH:12]=1, predict the reactants needed to synthesize it. The reactants are: CN(C)C=O.[F:6][C:7]1[CH:8]=[CH:9][C:10]2[N:11]([C:13]([C:16]3[CH:21]=[CH:20][C:19]([OH:22])=[CH:18][CH:17]=3)=[CH:14][N:15]=2)[CH:12]=1.Br[CH2:24][CH2:25][O:26][CH:27]1[CH2:32][CH2:31][CH2:30][CH2:29][O:28]1.C(=O)([O-])[O-].[K+].[K+].